Dataset: Forward reaction prediction with 1.9M reactions from USPTO patents (1976-2016). Task: Predict the product of the given reaction. Given the reactants [OH:1][C:2]1[CH:3]=[C:4]([CH:9]=[CH:10][N:11]=1)[C:5]([O:7][CH3:8])=[O:6].Br[CH:13]([CH2:15][CH3:16])[CH3:14].C(=O)([O-])[O-].[Cs+].[Cs+], predict the reaction product. The product is: [CH:13]([N:11]1[CH:10]=[CH:9][C:4]([C:5]([O:7][CH3:8])=[O:6])=[CH:3][C:2]1=[O:1])([CH2:15][CH3:16])[CH3:14].